This data is from Catalyst prediction with 721,799 reactions and 888 catalyst types from USPTO. The task is: Predict which catalyst facilitates the given reaction. (1) Reactant: C(=O)(O)O.[C:5]1([NH:11][C:12]([NH2:14])=[NH:13])[CH:10]=[CH:9][CH:8]=[CH:7][CH:6]=1.CN(C)[CH:17]=[CH:18][C:19]([C:21]1[CH:30]=[CH:29][C:28]2[NH:27][C:26](=[O:31])[C:25]3[NH:32][CH:33]=[CH:34][C:24]=3[C:23]=2[CH:22]=1)=O.[CH2:36]([C:38]([O-:40])=[O:39])[CH3:37]. Product: [O:31]=[C:26]1[C:25]2[NH:32][CH:33]=[CH:34][C:24]=2[C:23]2[CH:22]=[C:21]([C:19]3[CH:18]=[CH:17][N:14]=[C:12]([NH:11][C:5]4[CH:10]=[CH:9][CH:8]=[CH:7][CH:6]=4)[N:13]=3)[CH:30]=[CH:29][C:28]=2[NH:27]1.[CH2:36]([C:38]([O-:40])=[O:39])[CH3:37]. The catalyst class is: 44. (2) Reactant: [CH3:1][C:2]([CH3:17])([CH3:16])[C:3]([O:5][CH2:6][C:7]([C:9]1[CH:14]=[CH:13][C:12]([CH3:15])=[CH:11][CH:10]=1)=O)=O.C([O-])(=O)C.[NH4+:22].C(=O)([O-])[O-].[Na+].[Na+]. Product: [C:2]([C:3]1[O:5][CH:6]=[C:7]([C:9]2[CH:14]=[CH:13][C:12]([CH3:15])=[CH:11][CH:10]=2)[N:22]=1)([CH3:17])([CH3:16])[CH3:1]. The catalyst class is: 15.